The task is: Predict the reaction yield, written as a fraction of the theoretical maximum amount of product (1.0 means a 100% yield; for example, 0.34 means a 34% yield).. This data is from Reaction yield outcomes from USPTO patents with 853,638 reactions. (1) The reactants are [CH3:1][CH:2]1[CH2:7][CH2:6][CH2:5][CH:4]([CH3:8])[C:3]1=[O:9].O.O.O.O.O.O.C(O[O-])(=O)C1C(=CC=CC=1)C([O-])=[O:20].[Mg+2].C(=O)(O)[O-].[Na+]. The catalyst is CO.O. The product is [CH3:8][CH:4]1[CH2:5][CH2:6][CH2:7][CH:2]([CH3:1])[O:20][C:3]1=[O:9]. The yield is 0.475. (2) The reactants are Br[C:2]1[C:7](=[O:8])[N:6]([CH2:9][C:10]2[CH:15]=[CH:14][C:13]([C:16]3[C:17]([C:22]#[N:23])=[CH:18][CH:19]=[CH:20][CH:21]=3)=[CH:12][CH:11]=2)[C:5]([CH2:24][CH2:25][CH2:26][CH3:27])=[N:4][C:3]=1[CH3:28].[CH:29]([O:32][C:33]1[CH:38]=[CH:37][C:36](B(O)O)=[CH:35][CH:34]=1)([CH3:31])[CH3:30]. The catalyst is C(=O)([O-])[O-].[Cs+].[Cs+].O1CCOCC1.C(OCC)(=O)C.C1C=CC(P(C2C=CC=CC=2)[C-]2C=CC=C2)=CC=1.C1C=CC(P(C2C=CC=CC=2)[C-]2C=CC=C2)=CC=1.Cl[Pd]Cl.[Fe+2]. The product is [CH2:24]([C:5]1[N:6]([CH2:9][C:10]2[CH:15]=[CH:14][C:13]([C:16]3[C:17]([C:22]#[N:23])=[CH:18][CH:19]=[CH:20][CH:21]=3)=[CH:12][CH:11]=2)[C:7](=[O:8])[C:2]([C:36]2[CH:37]=[CH:38][C:33]([O:32][CH:29]([CH3:31])[CH3:30])=[CH:34][CH:35]=2)=[C:3]([CH3:28])[N:4]=1)[CH2:25][CH2:26][CH3:27]. The yield is 0.990. (3) The yield is 0.640. The product is [C:1]([NH:9][NH:10][C:38]1[CH:43]=[C:42]([CH3:44])[CH:41]=[C:40]([CH3:45])[CH:39]=1)(=[O:8])[C:2]1[CH:7]=[CH:6][CH:5]=[CH:4][CH:3]=1. The catalyst is [Cu]I.O1CCOCC1. The reactants are [C:1]([NH:9][NH2:10])(=[O:8])[C:2]1[CH:7]=[CH:6][CH:5]=[CH:4][CH:3]=1.C([O-])([O-])=O.[K+].[K+].[C@@H]1(N)CCCC[C@H]1N.CCCCCCCCCCCC.I[C:38]1[CH:39]=[C:40]([CH3:45])[CH:41]=[C:42]([CH3:44])[CH:43]=1. (4) The reactants are [Cl:1][C:2]1[C:3]([O:12][C:13]2[CH:18]=[C:17]([O:19][CH2:20][O:21][CH3:22])[CH:16]=[CH:15][C:14]=2/[CH:23]=[CH:24]/[C:25]([O:27][CH2:28][CH3:29])=[O:26])=[N:4][CH:5]=[C:6]([C:8]([F:11])([F:10])[F:9])[CH:7]=1. The catalyst is C(O)C.[C].[Pd]. The product is [Cl:1][C:2]1[C:3]([O:12][C:13]2[CH:18]=[C:17]([O:19][CH2:20][O:21][CH3:22])[CH:16]=[CH:15][C:14]=2[CH2:23][CH2:24][C:25]([O:27][CH2:28][CH3:29])=[O:26])=[N:4][CH:5]=[C:6]([C:8]([F:9])([F:11])[F:10])[CH:7]=1. The yield is 0.850. (5) The reactants are [OH:1][CH2:2][CH2:3][NH:4][CH2:5][CH2:6][CH2:7][C:8]1[CH:15]=[CH:14][C:11]([C:12]#[N:13])=[CH:10][CH:9]=1.[NH2:16][C:17](N)=[O:18]. The catalyst is O. The product is [C:12]([C:11]1[CH:14]=[CH:15][C:8]([CH2:7][CH2:6][CH2:5][N:4]([CH2:3][CH2:2][OH:1])[C:17]([NH2:16])=[O:18])=[CH:9][CH:10]=1)#[N:13]. The yield is 0.720. (6) The reactants are [CH3:1][N:2]1[CH2:7][CH2:6][CH2:5][C@@H:4]([O:8][C:9]2[C:17]3[C:16]4[CH:18]=[C:19]([C:22]#[N:23])[N:20]=[CH:21][C:15]=4[N:14](COCC[Si](C)(C)C)[C:13]=3[N:12]=[CH:11][CH:10]=2)[CH2:3]1.Br.[OH-].[Na+].Cl. The catalyst is O1CCOCC1. The product is [CH3:1][N:2]1[CH2:7][CH2:6][CH2:5][C@@H:4]([O:8][C:9]2[C:17]3[C:16]4[CH:18]=[C:19]([C:22]#[N:23])[N:20]=[CH:21][C:15]=4[NH:14][C:13]=3[N:12]=[CH:11][CH:10]=2)[CH2:3]1. The yield is 0.270.